This data is from Catalyst prediction with 721,799 reactions and 888 catalyst types from USPTO. The task is: Predict which catalyst facilitates the given reaction. (1) Reactant: [N:1]1([C:6]2[CH:7]=[C:8]3[C:12](=[CH:13][CH:14]=2)[N:11]([C:15]2[CH:20]=[CH:19][CH:18]=[CH:17][CH:16]=2)[C:10]2[N:21]=[CH:22][CH:23]=[CH:24][C:9]3=2)[CH:5]=[CH:4][N:3]=[CH:2]1.[I:25][CH3:26]. Product: [I-:25].[CH3:26][N+:3]1[CH:4]=[CH:5][N:1]([C:6]2[CH:7]=[C:8]3[C:12](=[CH:13][CH:14]=2)[N:11]([C:15]2[CH:20]=[CH:19][CH:18]=[CH:17][CH:16]=2)[C:10]2[N:21]=[CH:22][CH:23]=[CH:24][C:9]3=2)[CH:2]=1. The catalyst class is: 25. (2) Reactant: [CH3:1][O:2][C:3](=[O:22])[C@@H:4]([NH2:21])[CH2:5][C@@H:6]([CH:18]([CH3:20])[CH3:19])[CH2:7][C:8]1[CH:13]=[CH:12][C:11]([C:14]([CH3:17])([CH3:16])[CH3:15])=[CH:10][CH:9]=1.C(N(C(C)C)C(C)C)C.[C:32](O[C:32]([O:34][C:35]([CH3:38])([CH3:37])[CH3:36])=[O:33])([O:34][C:35]([CH3:38])([CH3:37])[CH3:36])=[O:33]. Product: [CH3:1][O:2][C:3](=[O:22])[C@@H:4]([NH:21][C:32]([O:34][C:35]([CH3:38])([CH3:37])[CH3:36])=[O:33])[CH2:5][C@@H:6]([CH:18]([CH3:19])[CH3:20])[CH2:7][C:8]1[CH:9]=[CH:10][C:11]([C:14]([CH3:16])([CH3:15])[CH3:17])=[CH:12][CH:13]=1. The catalyst class is: 4. (3) Reactant: Cl[C:2]1[N:7]=[CH:6][N:5]=[C:4]([NH2:8])[CH:3]=1.CCOC(C)=O.[CH3:15][N:16](C=O)C. Product: [NH2:8][C:4]1[N:5]=[CH:6][N:7]=[C:2]([C:15]#[N:16])[CH:3]=1. The catalyst class is: 267. (4) Reactant: [CH:1]([N-:4]C(C)C)(C)C.[Li+].COC1C=CC(CC#N)=CC=1.IC.[Cl-].[NH4+].CCCCCCC.[CH2:31]1[CH2:35][O:34][CH2:33][CH2:32]1.[CH2:36]([C:38]1[CH:43]=[CH:42][CH:41]=C[CH:39]=1)C. Product: [CH3:33][O:34][C:35]1[CH:31]=[CH:32][C:43]([C:38]([CH3:36])([CH3:39])[C:1]#[N:4])=[CH:42][CH:41]=1. The catalyst class is: 1. (5) Reactant: ClC(Cl)(O[C:5](=[O:11])OC(Cl)(Cl)Cl)Cl.[C:13]([O:17][C:18]([N:20]1[CH2:25][CH2:24][NH:23][C@@H:22]([C:26]2[CH:31]=[CH:30][C:29]([F:32])=[CH:28][C:27]=2[CH3:33])[CH2:21]1)=[O:19])([CH3:16])([CH3:15])[CH3:14].Cl.[CH3:35][NH:36][CH2:37][C:38]1[CH:43]=[C:42]([F:44])[CH:41]=[C:40]([F:45])[CH:39]=1. Product: [F:44][C:42]1[CH:43]=[C:38]([CH:39]=[C:40]([F:45])[CH:41]=1)[CH2:37][N:36]([CH3:35])[C:5]([N:23]1[CH2:24][CH2:25][N:20]([C:18]([O:17][C:13]([CH3:16])([CH3:15])[CH3:14])=[O:19])[CH2:21][C@@H:22]1[C:26]1[CH:31]=[CH:30][C:29]([F:32])=[CH:28][C:27]=1[CH3:33])=[O:11]. The catalyst class is: 2. (6) Reactant: [F:1][C:2]([F:31])([F:30])[C:3]1[CH:4]=[C:5]([C:16]2[O:20][N:19]=[C:18]([C:21]3[CH:29]=[CH:28][CH:27]=[C:26]4[C:22]=3[CH:23]=[CH:24][NH:25]4)[N:17]=2)[CH:6]=[CH:7][C:8]=1[O:9][CH:10]([CH3:15])[C:11]([F:14])([F:13])[F:12].B(C#N)([O-])[O-].[Na+].[Na+].[OH-].[Na+]. Product: [F:31][C:2]([F:1])([F:30])[C:3]1[CH:4]=[C:5]([C:16]2[O:20][N:19]=[C:18]([C:21]3[CH:29]=[CH:28][CH:27]=[C:26]4[C:22]=3[CH2:23][CH2:24][NH:25]4)[N:17]=2)[CH:6]=[CH:7][C:8]=1[O:9][CH:10]([CH3:15])[C:11]([F:12])([F:13])[F:14]. The catalyst class is: 313. (7) Reactant: C(OC([NH:8][C@@H:9]([CH:21]([CH3:23])[CH3:22])[C:10]([NH:12][C@@H:13]([CH:18]([CH3:20])[CH3:19])[C:14](OC)=[O:15])=[O:11])=O)(C)(C)C. Product: [CH:21]([C@@H:9]1[NH:8][C:14](=[O:15])[C@H:13]([CH:18]([CH3:20])[CH3:19])[NH:12][C:10]1=[O:11])([CH3:23])[CH3:22]. The catalyst class is: 106. (8) Reactant: [C@H:1]1([NH:10][C:11]2[CH:20]=[CH:19][C:18]3[C:13](=[CH:14][CH:15]=[CH:16][C:17]=3I)[N:12]=2)[C:9]2[C:4](=[CH:5][CH:6]=[CH:7][CH:8]=2)[CH2:3][CH2:2]1.[CH:22]1(B(O)O)[CH2:24][CH2:23]1.C1(P(C2CCCCC2)C2CCCCC2)CCCCC1.P([O-])([O-])([O-])=O.[K+].[K+].[K+]. Product: [CH:22]1([C:17]2[CH:16]=[CH:15][CH:14]=[C:13]3[C:18]=2[CH:19]=[CH:20][C:11]([NH:10][C@H:1]2[C:9]4[C:4](=[CH:5][CH:6]=[CH:7][CH:8]=4)[CH2:3][CH2:2]2)=[N:12]3)[CH2:24][CH2:23]1. The catalyst class is: 498. (9) Reactant: [CH:1]1([NH:4][C:5]([C:7]2[N:8]=[N:9][N:10]([C:16]3[CH:21]=[CH:20][C:19]([C:22]([NH:24][CH2:25][CH3:26])=[O:23])=[CH:18][CH:17]=3)[C:11]=2[CH2:12][CH2:13][CH2:14]O)=[O:6])[CH2:3][CH2:2]1.C(N(S(F)(F)[F:33])CC)C.C(=O)([O-])O.[Na+]. Product: [CH:1]1([NH:4][C:5]([C:7]2[N:8]=[N:9][N:10]([C:16]3[CH:21]=[CH:20][C:19]([C:22]([NH:24][CH2:25][CH3:26])=[O:23])=[CH:18][CH:17]=3)[C:11]=2[CH2:12][CH2:13][CH2:14][F:33])=[O:6])[CH2:3][CH2:2]1. The catalyst class is: 4. (10) Reactant: [CH3:1][O:2][C:3]([C:5]1[CH:6]=[C:7]([CH2:11][C:12]([OH:14])=O)[CH:8]=[CH:9][CH:10]=1)=[O:4].N1C=CC=CC=1.C(Cl)(=O)C([Cl:24])=O. Product: [Cl:24][C:12](=[O:14])[CH2:11][C:7]1[CH:6]=[C:5]([CH:10]=[CH:9][CH:8]=1)[C:3]([O:2][CH3:1])=[O:4]. The catalyst class is: 2.